This data is from Full USPTO retrosynthesis dataset with 1.9M reactions from patents (1976-2016). The task is: Predict the reactants needed to synthesize the given product. (1) Given the product [C:6]12([NH:16][CH2:17][C:18]3[CH:19]=[C:20](/[CH:24]=[CH:31]/[C:30]([NH:2][OH:3])=[O:33])[N:21]([CH3:23])[CH:22]=3)[CH2:15][CH:10]3[CH2:11][CH:12]([CH2:14][CH:8]([CH2:9]3)[CH2:7]1)[CH2:13]2, predict the reactants needed to synthesize it. The reactants are: Cl.[NH2:2][OH:3].[OH-].[K+].[C:6]12([NH:16][CH2:17][C:18]3[CH:19]=[C:20](/[CH:24]=C/C(OC)=O)[N:21]([CH3:23])[CH:22]=3)[CH2:15][CH:10]3[CH2:11][CH:12]([CH2:14][CH:8]([CH2:9]3)[CH2:7]1)[CH2:13]2.[C:30]([OH:33])(=O)[CH3:31]. (2) Given the product [ClH:32].[CH3:1][O:2][C:3]1[CH:4]=[C:5]([N:9]2[CH2:24][CH:12]3[CH2:13][NH:14][CH2:15][CH2:16][N:11]3[C:10]2=[O:25])[CH:6]=[CH:7][CH:8]=1, predict the reactants needed to synthesize it. The reactants are: [CH3:1][O:2][C:3]1[CH:4]=[C:5]([N:9]2[CH2:24][CH:12]3[CH2:13][N:14](C(OC(C)(C)C)=O)[CH2:15][CH2:16][N:11]3[C:10]2=[O:25])[CH:6]=[CH:7][CH:8]=1.C(OCC)(=O)C.[ClH:32]. (3) Given the product [C:43]([NH:1][CH2:2][CH2:3][O:4][C:5]1[CH:10]=[CH:9][C:8]([CH:11]2[CH2:16][CH2:15][N:14]([C:17]([O:19][C:20]([CH3:23])([CH3:21])[CH3:22])=[O:18])[CH2:13][CH:12]2[O:24][CH2:25][C:26]2[CH:35]=[CH:34][C:33]3[C:28](=[CH:29][CH:30]=[CH:31][CH:32]=3)[CH:27]=2)=[CH:7][CH:6]=1)(=[O:50])[C:44]1[CH:49]=[CH:48][CH:47]=[CH:46][CH:45]=1, predict the reactants needed to synthesize it. The reactants are: [NH2:1][CH2:2][CH2:3][O:4][C:5]1[CH:10]=[CH:9][C:8]([CH:11]2[CH2:16][CH2:15][N:14]([C:17]([O:19][C:20]([CH3:23])([CH3:22])[CH3:21])=[O:18])[CH2:13][CH:12]2[O:24][CH2:25][C:26]2[CH:35]=[CH:34][C:33]3[C:28](=[CH:29][CH:30]=[CH:31][CH:32]=3)[CH:27]=2)=[CH:7][CH:6]=1.C(N(CC)CC)C.[C:43](Cl)(=[O:50])[C:44]1[CH:49]=[CH:48][CH:47]=[CH:46][CH:45]=1.C(=O)([O-])O.[Na+]. (4) Given the product [CH:27]1([NH:30][C:31](=[O:32])[C:33]2[CH:40]=[CH:39][C:36]([C:37]3[NH:10][C:9]4[CH:8]=[CH:7][C:6]([NH:13][C:14](=[O:26])[C:15]5[CH:20]=[CH:19][C:18]([N:21]6[CH2:25][CH2:24][CH2:23][CH2:22]6)=[CH:17][CH:16]=5)=[CH:5][C:4]=4[N:1]=3)=[CH:35][CH:34]=2)[CH2:28][CH2:29]1, predict the reactants needed to synthesize it. The reactants are: [N+:1]([C:4]1[CH:5]=[C:6]([NH:13][C:14](=[O:26])[C:15]2[CH:20]=[CH:19][C:18]([N:21]3[CH2:25][CH2:24][CH2:23][CH2:22]3)=[CH:17][CH:16]=2)[CH:7]=[CH:8][C:9]=1[N+:10]([O-])=O)([O-])=O.[CH:27]1([NH:30][C:31]([C:33]2[CH:40]=[CH:39][C:36]([CH:37]=O)=[CH:35][CH:34]=2)=[O:32])[CH2:29][CH2:28]1.